From a dataset of Catalyst prediction with 721,799 reactions and 888 catalyst types from USPTO. Predict which catalyst facilitates the given reaction. Reactant: [N:1]([C@H:4]([C:6]1[CH:11]=[CH:10][CH:9]=[C:8]([N+:12]([O-:14])=[O:13])[CH:7]=1)[CH3:5])=[N+]=[N-].C1(P(C2C=CC=CC=2)C2C=CC=CC=2)C=CC=CC=1. Product: [N+:12]([C:8]1[CH:7]=[C:6]([C@@H:4]([NH2:1])[CH3:5])[CH:11]=[CH:10][CH:9]=1)([O-:14])=[O:13]. The catalyst class is: 727.